Dataset: HIV replication inhibition screening data with 41,000+ compounds from the AIDS Antiviral Screen. Task: Binary Classification. Given a drug SMILES string, predict its activity (active/inactive) in a high-throughput screening assay against a specified biological target. (1) The compound is COc1cc(C(=O)Nc2c3ccccc3nc3ccccc23)cc(OC)c1OC. The result is 0 (inactive). (2) The result is 0 (inactive). The molecule is O=C(O)c1c(O)ccc(N=Nc2ccc(N=Nc3ccc4c(S(=O)(=O)O)cccc4c3O)c3ccccc23)c1O. (3) The drug is COc1ccc(NC(=O)C(=Cc2ccccc2)C(C)=O)cc1. The result is 0 (inactive). (4) The compound is CC(=O)C(=Cc1cccc(C)c1)C(C)=O. The result is 0 (inactive). (5) The drug is O=C(OC1C#CCSCC#CC=C1)c1ccc2c(c1)C(=O)c1ccccc1C2=O. The result is 0 (inactive).